From a dataset of Peptide-MHC class I binding affinity with 185,985 pairs from IEDB/IMGT. Regression. Given a peptide amino acid sequence and an MHC pseudo amino acid sequence, predict their binding affinity value. This is MHC class I binding data. (1) The peptide sequence is LPLNRAYPL. The MHC is HLA-B08:01 with pseudo-sequence HLA-B08:01. The binding affinity (normalized) is 0.622. (2) The peptide sequence is YHSNVKEL. The MHC is Mamu-B8301 with pseudo-sequence Mamu-B8301. The binding affinity (normalized) is 0. (3) The peptide sequence is YMGLVKKAK. The MHC is HLA-A68:02 with pseudo-sequence HLA-A68:02. The binding affinity (normalized) is 0.0847. (4) The peptide sequence is SPREECGVF. The MHC is HLA-B15:17 with pseudo-sequence HLA-B15:17. The binding affinity (normalized) is 0.0847. (5) The peptide sequence is VFMDNAFKK. The MHC is HLA-B08:02 with pseudo-sequence HLA-B08:02. The binding affinity (normalized) is 0.0847. (6) The peptide sequence is QQYHRFGLY. The MHC is HLA-B15:17 with pseudo-sequence HLA-B15:17. The binding affinity (normalized) is 0.809. (7) The peptide sequence is MLHHYGIHY. The MHC is HLA-B46:01 with pseudo-sequence HLA-B46:01. The binding affinity (normalized) is 0.0847. (8) The peptide sequence is SPVSRSHSF. The MHC is HLA-A02:19 with pseudo-sequence HLA-A02:19. The binding affinity (normalized) is 0.0847. (9) The peptide sequence is VGPRYCPS. The MHC is H-2-Kb with pseudo-sequence H-2-Kb. The binding affinity (normalized) is 0.466. (10) The peptide sequence is QHSTTLFKI. The MHC is HLA-A02:01 with pseudo-sequence HLA-A02:01. The binding affinity (normalized) is 0.